This data is from Catalyst prediction with 721,799 reactions and 888 catalyst types from USPTO. The task is: Predict which catalyst facilitates the given reaction. (1) Reactant: [O:1]1[CH2:4][CH:3]([N:5]2[CH2:10][CH2:9][N:8]([C:11]3[CH:16]=[CH:15][C:14]([NH:17][C:18]4[N:23]=[CH:22][N:21]=[C:20]([C:24]5[CH:25]=[CH:26][C:27]([O:32][CH:33]6[CH2:38][CH2:37][NH:36][CH2:35][CH2:34]6)=[C:28]([CH:31]=5)[C:29]#[N:30])[N:19]=4)=[CH:13][CH:12]=3)[CH2:7][CH2:6]2)[CH2:2]1.[C:39](O)(=[O:42])[CH2:40][OH:41].C(N(CC)C(C)C)(C)C.CN(C(ON1N=NC2C=CC=NC1=2)=[N+](C)C)C.F[P-](F)(F)(F)(F)F. Product: [OH:42][CH2:39][C:40]([N:36]1[CH2:37][CH2:38][CH:33]([O:32][C:27]2[CH:26]=[CH:25][C:24]([C:20]3[N:19]=[C:18]([NH:17][C:14]4[CH:13]=[CH:12][C:11]([N:8]5[CH2:7][CH2:6][N:5]([CH:3]6[CH2:4][O:1][CH2:2]6)[CH2:10][CH2:9]5)=[CH:16][CH:15]=4)[N:23]=[CH:22][N:21]=3)=[CH:31][C:28]=2[C:29]#[N:30])[CH2:34][CH2:35]1)=[O:41]. The catalyst class is: 4. (2) Reactant: [C:1]1([C:23]2[CH:28]=[CH:27][CH:26]=[CH:25][CH:24]=2)[CH:6]=[CH:5][C:4]([CH2:7][C@@H:8]([NH:15][C:16]([O:18][C:19]([CH3:22])([CH3:21])[CH3:20])=[O:17])[CH2:9][C:10](=[CH2:14])[C:11]([OH:13])=[O:12])=[CH:3][CH:2]=1.[C:29](=O)([O-])[O-].CI.C(OC(C)C)(=O)C. Product: [CH3:29][O:12][C:11](=[O:13])[C:10](=[CH2:14])[CH2:9][C@H:8]([NH:15][C:16]([O:18][C:19]([CH3:22])([CH3:21])[CH3:20])=[O:17])[CH2:7][C:4]1[CH:3]=[CH:2][C:1]([C:23]2[CH:24]=[CH:25][CH:26]=[CH:27][CH:28]=2)=[CH:6][CH:5]=1.[C:1]1([C:23]2[CH:24]=[CH:25][CH:26]=[CH:27][CH:28]=2)[CH:2]=[CH:3][C:4]([CH2:7][C@@H:8]([NH:15][C:16]([O:18][C:19]([CH3:22])([CH3:21])[CH3:20])=[O:17])[CH2:9][C:10](=[CH2:14])[C:11]([OH:13])=[O:12])=[CH:5][CH:6]=1. The catalyst class is: 145.